This data is from Forward reaction prediction with 1.9M reactions from USPTO patents (1976-2016). The task is: Predict the product of the given reaction. (1) Given the reactants Cl[Bi:2](Cl)Cl.[CH:5]1([Mg]Br)[CH2:7][CH2:6]1.CCC[CH2:13][CH2:14][CH3:15].[CH2:16]1[CH2:20]OC[CH2:17]1, predict the reaction product. The product is: [CH:5]1([Bi:2]([CH:15]2[CH2:14][CH2:13]2)[CH:17]2[CH2:16][CH2:20]2)[CH2:7][CH2:6]1. (2) Given the reactants [C:1]([O:5][C:6]([NH:8][C:9]1[C:10]([C:20](=[O:28])[CH2:21][C:22]2[N:26]([CH3:27])[N:25]=[CH:24][N:23]=2)=[C:11]([CH:16]=[C:17]([F:19])[CH:18]=1)[C:12]([O:14][CH3:15])=[O:13])=[O:7])([CH3:4])([CH3:3])[CH3:2].[F:29][C:30]1[CH:37]=[CH:36][C:33]([CH:34]=O)=[CH:32][CH:31]=1.N1CCC[C@H]1C(O)=O, predict the reaction product. The product is: [C:1]([O:5][C:6]([NH:8][C:9]1[C:10]([C:20](=[O:28])/[C:21](/[C:22]2[N:26]([CH3:27])[N:25]=[CH:24][N:23]=2)=[CH:34]/[C:33]2[CH:36]=[CH:37][C:30]([F:29])=[CH:31][CH:32]=2)=[C:11]([CH:16]=[C:17]([F:19])[CH:18]=1)[C:12]([O:14][CH3:15])=[O:13])=[O:7])([CH3:3])([CH3:4])[CH3:2]. (3) Given the reactants Br[C:2]1[CH:21]=[CH:20][C:5]2[C:6]([OH:19])=[N:7][C:8]3[C:13]([C:4]=2[CH:3]=1)=[C:12]([O:14][CH2:15][CH2:16][CH2:17][CH3:18])[N:11]=[CH:10][CH:9]=3.[CH3:22][N:23]1[CH:27]=[C:26](B2OC(C)(C)C(C)(C)O2)[CH:25]=[N:24]1.[Cl-].[Li+].C(=O)([O-])[O-].[Na+].[Na+], predict the reaction product. The product is: [CH2:15]([O:14][C:12]1[N:11]=[CH:10][CH:9]=[C:8]2[C:13]=1[C:4]1[CH:3]=[C:2]([C:26]3[CH:25]=[N:24][N:23]([CH3:22])[CH:27]=3)[CH:21]=[CH:20][C:5]=1[C:6]([OH:19])=[N:7]2)[CH2:16][CH2:17][CH3:18]. (4) Given the reactants [Br:1][C:2]1C=[C:4]2[C:9](=[O:10])OC(=O)[C:5]2=[CH:11][CH:12]=1.[CH3:13][NH2:14].[CH3:15][CH2:16][OH:17], predict the reaction product. The product is: [CH3:13][N:14]1[C:16](=[O:17])[C:15]2=[C:2]([Br:1])[CH:12]=[CH:11][CH:5]=[C:4]2[C:9]1=[O:10]. (5) Given the reactants C1C[O:4]CC1.[Cl:6][C:7]1[C:8]2[N:9]([C:13]([CH:16]3[CH2:19][C:18](=[CH2:20])[CH2:17]3)=[N:14][CH:15]=2)[CH:10]=[CH:11][N:12]=1.C[N+]1([O-])CCOCC1.S([O-])([O-])=O.[Na+].[Na+].[OH2:35], predict the reaction product. The product is: [Cl:6][C:7]1[C:8]2[N:9]([C:13]([CH:16]3[CH2:19][C:18]([CH2:20][OH:4])([OH:35])[CH2:17]3)=[N:14][CH:15]=2)[CH:10]=[CH:11][N:12]=1. (6) Given the reactants [Cl:1][C:2]1[CH:7]=[C:6]([C:8]#[N:9])[CH:5]=[CH:4][C:3]=1[S:10](Cl)(=[O:12])=[O:11].[NH:14]1[CH2:19][CH2:18][O:17][CH2:16][CH2:15]1, predict the reaction product. The product is: [Cl:1][C:2]1[CH:7]=[C:6]([CH:5]=[CH:4][C:3]=1[S:10]([N:14]1[CH2:19][CH2:18][O:17][CH2:16][CH2:15]1)(=[O:12])=[O:11])[C:8]#[N:9]. (7) Given the reactants O1CCCCC1[O:7][CH2:8][C@H:9]1[O:14][CH:13]=[CH:12][C@@H:11]([OH:15])[C@@H:10]1[O:16]S(C)(=O)=O.CC([O-:25])(C)C.[K+].[OH:27][N:28]1[C:36]2[C:31](=[C:32]([C:43]([F:46])([F:45])[F:44])[CH:33]=[C:34]([C:37]3[CH:42]=[CH:41][CH:40]=[CH:39][CH:38]=3)[CH:35]=2)[CH:30]=[C:29]1[C:47]([O:49][CH3:50])=[O:48].C[N+]1([O-])CCOCC1.C1(C)C=CC(S([O-])(=O)=O)=CC=1.[NH+]1C=CC=CC=1, predict the reaction product. The product is: [C@@H:13]1([O:27][N:28]2[C:36]3[C:31](=[C:32]([C:43]([F:44])([F:45])[F:46])[CH:33]=[C:34]([C:37]4[CH:38]=[CH:39][CH:40]=[CH:41][CH:42]=4)[CH:35]=3)[CH:30]=[C:29]2[C:47]([O:49][CH3:50])=[O:48])[O:14][C@H:9]([CH2:8][OH:7])[C@H:10]([OH:16])[C@@H:11]([OH:15])[C@H:12]1[OH:25]. (8) Given the reactants C([Li])CCC.C(NC(C)C)(C)C.[F:13][C:14]1[CH:15]=[C:16]([CH2:22][C:23]([O:25][CH2:26][C:27]2[CH:32]=[CH:31][CH:30]=[CH:29][CH:28]=2)=[O:24])[CH:17]=[C:18]([F:21])[C:19]=1[F:20].[O:33]([CH2:51][CH2:52][CH2:53][OH:54])[Si:34]([C:47]([CH3:50])([CH3:49])[CH3:48])([C:41]1[CH:46]=[CH:45][CH:44]=[CH:43][CH:42]=1)[C:35]1[CH:40]=[CH:39][CH:38]=[CH:37][CH:36]=1.[Cl-].[NH4+], predict the reaction product. The product is: [Si:34]([O:33][CH2:51][CH2:52][C@@H:53]([OH:54])[C@H:22]([C:16]1[CH:15]=[C:14]([F:13])[C:19]([F:20])=[C:18]([F:21])[CH:17]=1)[C:23]([O:25][CH2:26][C:27]1[CH:32]=[CH:31][CH:30]=[CH:29][CH:28]=1)=[O:24])([C:47]([CH3:49])([CH3:50])[CH3:48])([C:41]1[CH:42]=[CH:43][CH:44]=[CH:45][CH:46]=1)[C:35]1[CH:36]=[CH:37][CH:38]=[CH:39][CH:40]=1.[Si:34]([O:33][CH2:51][CH2:52][C@H:53]([OH:54])[C@H:22]([C:16]1[CH:15]=[C:14]([F:13])[C:19]([F:20])=[C:18]([F:21])[CH:17]=1)[C:23]([O:25][CH2:26][C:27]1[CH:32]=[CH:31][CH:30]=[CH:29][CH:28]=1)=[O:24])([C:47]([CH3:49])([CH3:50])[CH3:48])([C:41]1[CH:42]=[CH:43][CH:44]=[CH:45][CH:46]=1)[C:35]1[CH:36]=[CH:37][CH:38]=[CH:39][CH:40]=1.